Dataset: Full USPTO retrosynthesis dataset with 1.9M reactions from patents (1976-2016). Task: Predict the reactants needed to synthesize the given product. (1) Given the product [OH:28][CH2:27][C:22]1[C:21]2[C:20]3[C:19](=[C:32]([CH3:33])[O:31][N:30]=3)[C:18](=[O:34])[N:17]([CH:13]3[CH2:14][CH2:15][CH2:16][CH:11]([CH2:10][NH:9][C:1](=[O:8])[C:2]4[CH:7]=[CH:6][CH:5]=[CH:4][CH:3]=4)[CH2:12]3)[C:26]=2[CH:25]=[CH:24][CH:23]=1, predict the reactants needed to synthesize it. The reactants are: [C:1]([NH:9][CH2:10][CH:11]1[CH2:16][CH2:15][CH2:14][CH:13]([N:17]2[C:26]3[CH:25]=[CH:24][CH:23]=[C:22]([C:27](O)=[O:28])[C:21]=3[C:20]3=[N:30][O:31][C:32]([CH3:33])=[C:19]3[C:18]2=[O:34])[CH2:12]1)(=[O:8])[C:2]1[CH:7]=[CH:6][CH:5]=[CH:4][CH:3]=1.S(Cl)(Cl)=O.[BH4-].[Na+]. (2) Given the product [C:58]([C:56]1[CH:57]=[C:49]([NH:48][C:39]([NH:38][C:31]2[C:32]3[C:37](=[CH:36][CH:35]=[CH:34][CH:33]=3)[C:28]([O:27][C:25]3[CH:24]=[CH:23][N:22]=[C:21]([NH:20][C:5]4[CH:6]=[C:7]([O:9][CH2:10][CH2:11][O:12][CH2:13][CH2:14][O:15][CH2:16][CH2:17][O:18][CH3:19])[CH:8]=[C:3]([O:2][CH3:1])[CH:4]=4)[N:26]=3)=[CH:29][CH:30]=2)=[O:47])[C:50]([O:62][CH3:63])=[C:51]([CH:55]=1)[C:52]([OH:54])=[O:53])([CH3:61])([CH3:59])[CH3:60], predict the reactants needed to synthesize it. The reactants are: [CH3:1][O:2][C:3]1[CH:4]=[C:5]([NH:20][C:21]2[N:26]=[C:25]([O:27][C:28]3[C:37]4[C:32](=[CH:33][CH:34]=[CH:35][CH:36]=4)[C:31]([NH:38][C:39](=[O:47])OC4C=CC=CC=4)=[CH:30][CH:29]=3)[CH:24]=[CH:23][N:22]=2)[CH:6]=[C:7]([O:9][CH2:10][CH2:11][O:12][CH2:13][CH2:14][O:15][CH2:16][CH2:17][O:18][CH3:19])[CH:8]=1.[NH2:48][C:49]1[C:50]([O:62][CH3:63])=[C:51]([CH:55]=[C:56]([C:58]([CH3:61])([CH3:60])[CH3:59])[CH:57]=1)[C:52]([OH:54])=[O:53].